Dataset: Full USPTO retrosynthesis dataset with 1.9M reactions from patents (1976-2016). Task: Predict the reactants needed to synthesize the given product. Given the product [F:20][C:12]([F:21])([C:13]1[CH:18]=[CH:17][C:16]([F:19])=[CH:15][N:14]=1)[C:9]1[N:8]=[C:7]([S:22][CH3:23])[C:6]2[C:11](=[C:2]([N:66]3[CH2:71][CH2:70][O:69][CH2:68][C:67]3=[O:72])[CH:3]=[CH:4][CH:5]=2)[N:10]=1, predict the reactants needed to synthesize it. The reactants are: Br[C:2]1[CH:3]=[CH:4][CH:5]=[C:6]2[C:11]=1[N:10]=[C:9]([C:12]([F:21])([F:20])[C:13]1[CH:18]=[CH:17][C:16]([F:19])=[CH:15][N:14]=1)[N:8]=[C:7]2[S:22][CH3:23].C1(P(C2C=CC=CC=2)C2C3OC4C(=CC=CC=4P(C4C=CC=CC=4)C4C=CC=CC=4)C(C)(C)C=3C=CC=2)C=CC=CC=1.[NH:66]1[CH2:71][CH2:70][O:69][CH2:68][C:67]1=[O:72].C([O-])([O-])=O.[Cs+].[Cs+].